Regression. Given two drug SMILES strings and cell line genomic features, predict the synergy score measuring deviation from expected non-interaction effect. From a dataset of NCI-60 drug combinations with 297,098 pairs across 59 cell lines. (1) Drug 1: C1=CC(=C2C(=C1NCCNCCO)C(=O)C3=C(C=CC(=C3C2=O)O)O)NCCNCCO. Drug 2: CC1C(C(CC(O1)OC2CC(CC3=C2C(=C4C(=C3O)C(=O)C5=CC=CC=C5C4=O)O)(C(=O)C)O)N)O. Cell line: NCI-H322M. Synergy scores: CSS=34.8, Synergy_ZIP=-6.04, Synergy_Bliss=1.80, Synergy_Loewe=-3.00, Synergy_HSA=0.459. (2) Drug 1: CC1=C(C=C(C=C1)NC2=NC=CC(=N2)N(C)C3=CC4=NN(C(=C4C=C3)C)C)S(=O)(=O)N.Cl. Drug 2: CC1OCC2C(O1)C(C(C(O2)OC3C4COC(=O)C4C(C5=CC6=C(C=C35)OCO6)C7=CC(=C(C(=C7)OC)O)OC)O)O. Cell line: M14. Synergy scores: CSS=20.2, Synergy_ZIP=-4.28, Synergy_Bliss=3.03, Synergy_Loewe=-8.60, Synergy_HSA=-0.0483. (3) Drug 2: CC1C(C(CC(O1)OC2CC(OC(C2O)C)OC3=CC4=CC5=C(C(=O)C(C(C5)C(C(=O)C(C(C)O)O)OC)OC6CC(C(C(O6)C)O)OC7CC(C(C(O7)C)O)OC8CC(C(C(O8)C)O)(C)O)C(=C4C(=C3C)O)O)O)O. Drug 1: C1C(C(OC1N2C=C(C(=O)NC2=O)F)CO)O. Cell line: RXF 393. Synergy scores: CSS=63.9, Synergy_ZIP=1.14, Synergy_Bliss=1.84, Synergy_Loewe=-0.899, Synergy_HSA=-0.210. (4) Drug 1: CCC1(CC2CC(C3=C(CCN(C2)C1)C4=CC=CC=C4N3)(C5=C(C=C6C(=C5)C78CCN9C7C(C=CC9)(C(C(C8N6C)(C(=O)OC)O)OC(=O)C)CC)OC)C(=O)OC)O.OS(=O)(=O)O. Drug 2: C1C(C(OC1N2C=NC3=C2NC=NCC3O)CO)O. Cell line: MCF7. Synergy scores: CSS=2.55, Synergy_ZIP=3.25, Synergy_Bliss=-2.85, Synergy_Loewe=1.62, Synergy_HSA=-0.0968. (5) Drug 1: CS(=O)(=O)C1=CC(=C(C=C1)C(=O)NC2=CC(=C(C=C2)Cl)C3=CC=CC=N3)Cl. Drug 2: C1C(C(OC1N2C=NC3=C2NC=NCC3O)CO)O. Cell line: M14. Synergy scores: CSS=5.81, Synergy_ZIP=2.86, Synergy_Bliss=8.76, Synergy_Loewe=4.95, Synergy_HSA=5.16. (6) Drug 1: COC1=C(C=C2C(=C1)N=CN=C2NC3=CC(=C(C=C3)F)Cl)OCCCN4CCOCC4. Drug 2: CC1OCC2C(O1)C(C(C(O2)OC3C4COC(=O)C4C(C5=CC6=C(C=C35)OCO6)C7=CC(=C(C(=C7)OC)O)OC)O)O. Cell line: HOP-62. Synergy scores: CSS=63.4, Synergy_ZIP=10.7, Synergy_Bliss=12.0, Synergy_Loewe=14.2, Synergy_HSA=14.9. (7) Drug 2: C1CC(=O)NC(=O)C1N2C(=O)C3=CC=CC=C3C2=O. Cell line: HL-60(TB). Synergy scores: CSS=-26.1, Synergy_ZIP=6.52, Synergy_Bliss=-4.91, Synergy_Loewe=-15.0, Synergy_HSA=-16.4. Drug 1: C1CCC(C1)C(CC#N)N2C=C(C=N2)C3=C4C=CNC4=NC=N3.